Dataset: Reaction yield outcomes from USPTO patents with 853,638 reactions. Task: Predict the reaction yield, written as a fraction of the theoretical maximum amount of product (1.0 means a 100% yield; for example, 0.34 means a 34% yield). The reactants are Cl[C:2]1[C:7]([CH2:8][NH:9][C:10](=[O:26])[CH:11]([C:13]2[CH:18]=[CH:17][C:16]([CH2:19][NH:20][S:21]([CH3:24])(=[O:23])=[O:22])=[C:15]([F:25])[CH:14]=2)[CH3:12])=[CH:6][CH:5]=[C:4]([C:27]([F:30])([F:29])[F:28])[N:3]=1.C1(C)C(CCO)=CC=CC=1.[CH3:41][C:42]([CH3:51])([CH3:50])/[CH:43]=[CH:44]/B(CO)CO.C(=O)([O-])[O-].[Na+].[Na+].O=O. The catalyst is [Pd].C1(P(C2C=CC=CC=2)C2C=CC=CC=2)C=CC=CC=1.C1(P(C2C=CC=CC=2)C2C=CC=CC=2)C=CC=CC=1.C1(P(C2C=CC=CC=2)C2C=CC=CC=2)C=CC=CC=1.C1(P(C2C=CC=CC=2)C2C=CC=CC=2)C=CC=CC=1. The product is [CH3:41][C:42]([CH3:51])([CH3:50])/[CH:43]=[CH:44]/[C:2]1[C:7]([CH2:8][NH:9][C:10](=[O:26])[CH:11]([C:13]2[CH:18]=[CH:17][C:16]([CH2:19][NH:20][S:21]([CH3:24])(=[O:23])=[O:22])=[C:15]([F:25])[CH:14]=2)[CH3:12])=[CH:6][CH:5]=[C:4]([C:27]([F:30])([F:29])[F:28])[N:3]=1. The yield is 0.820.